This data is from Full USPTO retrosynthesis dataset with 1.9M reactions from patents (1976-2016). The task is: Predict the reactants needed to synthesize the given product. (1) The reactants are: [NH2:1][C:2]1[CH:7]=[C:6]([Br:8])[CH:5]=[CH:4][C:3]=1[NH:9][C:10]1[CH:15]=[CH:14][C:13]([C:16]([C:18]2[CH:23]=[CH:22][CH:21]=[CH:20][C:19]=2[CH3:24])=[O:17])=[C:12]([Cl:25])[CH:11]=1.[F:26][C:27]([F:34])([F:33])[CH2:28][S:29](Cl)(=[O:31])=[O:30]. Given the product [Br:8][C:6]1[CH:5]=[CH:4][C:3]([NH:9][C:10]2[CH:15]=[CH:14][C:13]([C:16]([C:18]3[CH:23]=[CH:22][CH:21]=[CH:20][C:19]=3[CH3:24])=[O:17])=[C:12]([Cl:25])[CH:11]=2)=[C:2]([NH:1][S:29]([CH2:28][C:27]([F:34])([F:33])[F:26])(=[O:31])=[O:30])[CH:7]=1, predict the reactants needed to synthesize it. (2) Given the product [NH2:44][C:45]1[CH:46]=[CH:47][C:48]([C:32]2[CH:31]=[CH:30][C:29]([C:9]3[N:8]([C:5]4[CH:6]=[CH:7][C:2]([Cl:1])=[CH:3][CH:4]=4)[C:13](=[O:14])[C:12]4[CH:15]=[N:16][N:17]([C:18]5[CH:19]=[C:20]([NH:24][S:25]([CH3:28])(=[O:26])=[O:27])[CH:21]=[CH:22][CH:23]=5)[C:11]=4[N:10]=3)=[CH:34][CH:33]=2)=[N:49][CH:50]=1, predict the reactants needed to synthesize it. The reactants are: [Cl:1][C:2]1[CH:7]=[CH:6][C:5]([N:8]2[C:13](=[O:14])[C:12]3[CH:15]=[N:16][N:17]([C:18]4[CH:19]=[C:20]([NH:24][S:25]([CH3:28])(=[O:27])=[O:26])[CH:21]=[CH:22][CH:23]=4)[C:11]=3[N:10]=[C:9]2[C:29]2[CH:34]=[CH:33][C:32](B3OC(C)(C)C(C)(C)O3)=[CH:31][CH:30]=2)=[CH:4][CH:3]=1.[NH2:44][C:45]1[CH:46]=[CH:47][C:48](Br)=[N:49][CH:50]=1.C(=O)([O-])[O-].[Cs+].[Cs+].